Dataset: Full USPTO retrosynthesis dataset with 1.9M reactions from patents (1976-2016). Task: Predict the reactants needed to synthesize the given product. (1) Given the product [CH2:4]([N:7]1[C:11]([CH2:12][CH:13]2[CH2:14][CH2:15][O:16][CH2:17][CH2:18]2)=[CH:10][C:9]([C:19]([OH:21])=[O:20])=[N:8]1)[CH2:5][CH3:6], predict the reactants needed to synthesize it. The reactants are: O.[OH-].[Li+].[CH2:4]([N:7]1[C:11]([CH2:12][CH:13]2[CH2:18][CH2:17][O:16][CH2:15][CH2:14]2)=[CH:10][C:9]([C:19]([O:21]CC)=[O:20])=[N:8]1)[CH2:5][CH3:6].C(O)(=O)C. (2) Given the product [CH2:1]([NH:9][C@H:10]1[CH2:15][CH2:14][CH2:13][CH2:12][C@H:11]1[N:16]1[CH2:20][CH2:19][C@@H:18]([NH:21][C:22](=[O:37])[CH2:23][NH:24][C:25](=[O:36])[C:26]2[CH:31]=[CH:30][CH:29]=[C:28]([C:32]([F:34])([F:35])[F:33])[CH:27]=2)[CH2:17]1)[C:2]1[CH:7]=[CH:6][CH:5]=[CH:4][CH:3]=1, predict the reactants needed to synthesize it. The reactants are: [CH:1](=O)[C:2]1[CH:7]=[CH:6][CH:5]=[CH:4][CH:3]=1.[NH2:9][C@H:10]1[CH2:15][CH2:14][CH2:13][CH2:12][C@H:11]1[N:16]1[CH2:20][CH2:19][C@@H:18]([NH:21][C:22](=[O:37])[CH2:23][NH:24][C:25](=[O:36])[C:26]2[CH:31]=[CH:30][CH:29]=[C:28]([C:32]([F:35])([F:34])[F:33])[CH:27]=2)[CH2:17]1.[BH-](OC(C)=O)(OC(C)=O)OC(C)=O.[Na+]. (3) Given the product [C:8]([O:17][C:18]1[CH:36]=[C:35]([CH:37]([CH3:38])[CH3:39])[CH:34]=[CH:33][C:19]=1[C:20]1([NH:29][C:30](=[O:32])[CH3:31])[C:21](=[O:28])[C:22]2[C:27](=[CH:26][CH:25]=[CH:24][CH:23]=2)[C:16]1=[O:15])(=[O:13])[CH2:9][CH2:10][CH2:11][CH3:12], predict the reactants needed to synthesize it. The reactants are: C(N(CC)CC)C.[C:8](Cl)(=[O:13])[CH2:9][CH2:10][CH2:11][CH3:12].[OH:15][C:16]12[C:27]3[C:22](=[CH:23][CH:24]=[CH:25][CH:26]=3)[C:21](=[O:28])[C:20]1([NH:29][C:30](=[O:32])[CH3:31])[C:19]1[CH:33]=[CH:34][C:35]([CH:37]([CH3:39])[CH3:38])=[CH:36][C:18]=1[O:17]2.